Dataset: Forward reaction prediction with 1.9M reactions from USPTO patents (1976-2016). Task: Predict the product of the given reaction. (1) Given the reactants [CH3:1][CH2:2][N:3]([CH2:6][CH2:7][NH:8][C:9]([C:11]1[CH:16]=[CH:15][C:14]([N:17]=[O:18])=[CH:13][CH:12]=1)=[O:10])[CH2:4][CH3:5], predict the reaction product. The product is: [CH3:5][CH2:4][N:3]([CH2:6][CH2:7][NH:8][C:9]([C:11]1[CH:16]=[CH:15][C:14]([N:17]=[O:18])=[CH:13][CH:12]=1)=[O:10])[CH2:2][CH3:1].[OH2:10].[CH3:5][CH2:4][N:3]([CH2:6][CH2:7][NH:8][C:9]([C:11]1[CH:16]=[CH:15][C:14]([N:17]=[O:18])=[CH:13][CH:12]=1)=[O:10])[CH2:2][CH3:1]. (2) Given the reactants [C@@H:1]12[CH2:7][N:6]([C:8]([O:10][C:11]([CH3:14])([CH3:13])[CH3:12])=[O:9])[C@@H:5]1[CH2:4][NH:3][CH2:2]2.[Cl:15][C:16]1[CH:21]=[N:20][CH:19]=[C:18](Cl)[N:17]=1.C([O-])([O-])=O.[Na+].[Na+], predict the reaction product. The product is: [Cl:15][C:16]1[N:17]=[C:18]([N:3]2[CH2:4][C@@H:5]3[C@@H:1]([CH2:7][N:6]3[C:8]([O:10][C:11]([CH3:14])([CH3:13])[CH3:12])=[O:9])[CH2:2]2)[CH:19]=[N:20][CH:21]=1. (3) Given the reactants [NH2:1][C:2]1[N:3]([CH3:23])[C:4](=[O:22])[C:5]2([N:21]=1)[C:18]1[CH:17]=[C:16](Br)[CH:15]=[CH:14][C:13]=1[O:12][C:11]1[C:6]2=[CH:7][C:8]([OH:20])=[CH:9][CH:10]=1.[F:24][C:25]1[C:30](B(O)O)=[CH:29][CH:28]=[CH:27][N:26]=1.C(=O)([O-])[O-].[Na+].[Na+], predict the reaction product. The product is: [NH2:1][C:2]1[N:3]([CH3:23])[C:4](=[O:22])[C:5]2([N:21]=1)[C:18]1[CH:17]=[C:16]([C:30]3[C:25]([F:24])=[N:26][CH:27]=[CH:28][CH:29]=3)[CH:15]=[CH:14][C:13]=1[O:12][C:11]1[C:6]2=[CH:7][C:8]([OH:20])=[CH:9][CH:10]=1. (4) Given the reactants [NH2:1][CH:2]1[CH2:11][C:10]2[CH:9]=[C:8]([C:12]([O:14][CH3:15])=[O:13])[CH:7]=[CH:6][C:5]=2[CH2:4][CH2:3]1.Cl.C(N(CC)CC)C.[CH3:24][O:25][C:26]1[CH:27]=[C:28](B(O)O)[CH:29]=[CH:30][CH:31]=1, predict the reaction product. The product is: [CH3:24][O:25][C:26]1[CH:31]=[C:30]([NH:1][CH:2]2[CH2:11][C:10]3[CH:9]=[C:8]([C:12]([O:14][CH3:15])=[O:13])[CH:7]=[CH:6][C:5]=3[CH2:4][CH2:3]2)[CH:29]=[CH:28][CH:27]=1. (5) Given the reactants [CH2:1]([O:3][C:4](=[O:14])[CH2:5][C:6]([CH:8]1[CH2:13][CH2:12][CH2:11][CH2:10][CH2:9]1)=O)[CH3:2].[H-].[Na+].Br.Br[CH2:19][C:20]([C:22]1[CH:27]=[CH:26][N:25]=[CH:24][CH:23]=1)=O.C([O-])(=O)C.[NH4+:32], predict the reaction product. The product is: [CH2:1]([O:3][C:4]([C:5]1[CH:19]=[C:20]([C:22]2[CH:27]=[CH:26][N:25]=[CH:24][CH:23]=2)[NH:32][C:6]=1[CH:8]1[CH2:13][CH2:12][CH2:11][CH2:10][CH2:9]1)=[O:14])[CH3:2]. (6) Given the reactants [Cl:1][C:2]1[CH:3]=[C:4]([CH:17]=[CH:18][C:19]=1[Cl:20])[CH2:5][O:6][C:7]1[CH:12]=[CH:11][C:10]([C:13](=[O:16])[CH:14]=O)=[CH:9][CH:8]=1.[CH3:21][O:22][C:23]([C@@H:25]1[CH2:34][C:33]2[C:28](=[CH:29][C:30](O)=[C:31]([NH2:35])[CH:32]=2)[CH2:27][N:26]1[C:37]([O:39][C:40]([CH3:43])([CH3:42])[CH3:41])=[O:38])=[O:24].C(O[BH-](OC(=O)C)OC(=O)C)(=O)C.[Na+].C(Cl)Cl, predict the reaction product. The product is: [CH3:21][O:22][C:23]([CH:25]1[CH2:34][C:33]2[CH:32]=[C:31]3[C:30]([O:16][C@@H:13]([C:10]4[CH:9]=[CH:8][C:7]([O:6][CH2:5][C:4]5[CH:17]=[CH:18][C:19]([Cl:20])=[C:2]([Cl:1])[CH:3]=5)=[CH:12][CH:11]=4)[CH2:14][NH:35]3)=[CH:29][C:28]=2[CH2:27][N:26]1[C:37]([O:39][C:40]([CH3:43])([CH3:42])[CH3:41])=[O:38])=[O:24].